This data is from M1 muscarinic receptor agonist screen with 61,833 compounds. The task is: Binary Classification. Given a drug SMILES string, predict its activity (active/inactive) in a high-throughput screening assay against a specified biological target. (1) The compound is Fc1c(ccc(NC(=O)Cn2nnc(c2C(OCC)=O)C(OCC)=O)c1)C. The result is 0 (inactive). (2) The drug is s1c(C(=O)N2CCc3c2cccc3)ccc1. The result is 0 (inactive). (3) The drug is O1C(CNC(=O)c2oc3nc4c(cc3c2)ccc(OC)c4)COc2c1cccc2. The result is 0 (inactive). (4) The molecule is S(CC(=O)Nc1ccc(cc1)C(OC)=O)c1n(C)cnn1. The result is 0 (inactive). (5) The molecule is Clc1cc(CCNC(=O)CCCC(O)=O)ccc1. The result is 0 (inactive). (6) The molecule is S(=O)(=O)(N1CCN(CC1)C(=O)c1c(F)cccc1)c1cc2OCCOc2cc1. The result is 0 (inactive).